Task: Predict which catalyst facilitates the given reaction.. Dataset: Catalyst prediction with 721,799 reactions and 888 catalyst types from USPTO Product: [C:8]([C:7]1[C:2]([NH:1][C:22](=[O:24])[CH3:23])=[N:3][C:4]([O:20][CH3:21])=[C:5]([C:18]#[N:19])[C:6]=1[C:10]1[CH:15]=[CH:14][C:13]([Cl:16])=[C:12]([Cl:17])[CH:11]=1)#[N:9]. The catalyst class is: 383. Reactant: [NH2:1][C:2]1[C:7]([C:8]#[N:9])=[C:6]([C:10]2[CH:15]=[CH:14][C:13]([Cl:16])=[C:12]([Cl:17])[CH:11]=2)[C:5]([C:18]#[N:19])=[C:4]([O:20][CH3:21])[N:3]=1.[C:22](OC(=O)C)(=[O:24])[CH3:23].O.CCOC(C)=O.